Dataset: Full USPTO retrosynthesis dataset with 1.9M reactions from patents (1976-2016). Task: Predict the reactants needed to synthesize the given product. (1) Given the product [CH2:26]([O:25][CH2:24][C@@H:20]1[CH2:21][CH2:22][CH2:23][N:18]([CH2:17][C@H:12]2[CH2:13][CH2:14][CH2:15][CH2:16][C@@H:11]2[NH:10][C:8](=[O:9])[C:7]2[CH:6]=[CH:5][C:4]([CH2:3][NH:2][S:41]([CH2:39][CH3:40])(=[O:43])=[O:42])=[CH:29][CH:28]=2)[CH2:19]1)[CH3:27], predict the reactants needed to synthesize it. The reactants are: Cl.[NH2:2][CH2:3][C:4]1[CH:29]=[CH:28][C:7]([C:8]([NH:10][C@H:11]2[CH2:16][CH2:15][CH2:14][CH2:13][C@@H:12]2[CH2:17][N:18]2[CH2:23][CH2:22][CH2:21][C@@H:20]([CH2:24][O:25][CH2:26][CH3:27])[CH2:19]2)=[O:9])=[CH:6][CH:5]=1.C(N(C(C)C)CC)(C)C.[CH2:39]([S:41](Cl)(=[O:43])=[O:42])[CH3:40].C([O-])(O)=O.[Na+]. (2) The reactants are: [C:1]([C:3]1[N:4]=[CH:5][C:6]([NH:22][C@H:23]([CH2:27][CH3:28])[C:24]([NH2:26])=[O:25])=[N:7][C:8]=1[NH:9][C:10]1[CH:15]=[CH:14][C:13]([C:16]2[CH:17]=[N:18][CH:19]=[CH:20][CH:21]=2)=[CH:12][CH:11]=1)#[N:2].[OH-].[Na+].OO.CC(O)=[O:35]. Given the product [NH2:26][C:24](=[O:25])[C@H:23]([NH:22][C:6]1[N:7]=[C:8]([NH:9][C:10]2[CH:11]=[CH:12][C:13]([C:16]3[CH:17]=[N:18][CH:19]=[CH:20][CH:21]=3)=[CH:14][CH:15]=2)[C:3]([C:1]([NH2:2])=[O:35])=[N:4][CH:5]=1)[CH2:27][CH3:28], predict the reactants needed to synthesize it. (3) The reactants are: [Cl:1][C:2]1[CH:7]=[CH:6][C:5]([N:8]2[CH2:16][C:15]3[C:10](=[CH:11][C:12]([OH:18])=[C:13]([OH:17])[CH:14]=3)[C:9]2=[O:19])=[CH:4][CH:3]=1. Given the product [C:13]([O:17][C:13]1[CH:14]=[C:15]2[C:10]([C:9](=[O:19])[N:8]([C:5]3[CH:6]=[CH:7][C:2]([Cl:1])=[CH:3][CH:4]=3)[CH2:16]2)=[CH:11][C:12]=1[O:18][C:9](=[O:19])[CH3:10])(=[O:17])[CH3:12], predict the reactants needed to synthesize it. (4) Given the product [Cl:1][C:2]1[CH:7]=[CH:6][C:5]([C:8]2[N:12]([CH:13]([CH:17]3[CH2:18][CH2:19][CH2:20][CH2:21]3)[CH2:14][OH:15])[C:11]3[CH:22]=[C:23]([F:27])[C:24]([F:26])=[CH:25][C:10]=3[N:9]=2)=[CH:4][CH:3]=1, predict the reactants needed to synthesize it. The reactants are: [Cl:1][C:2]1[CH:7]=[CH:6][C:5]([C:8]2[N:12]([CH:13]([CH:17]3[CH2:21][CH2:20][CH2:19][CH2:18]3)[C:14](O)=[O:15])[C:11]3[CH:22]=[C:23]([F:27])[C:24]([F:26])=[CH:25][C:10]=3[N:9]=2)=[CH:4][CH:3]=1.[H-].[Al+3].[Li+].[H-].[H-].[H-]. (5) Given the product [CH2:1]1[C:4]2([CH2:7][CH2:6][CH2:5]2)[CH2:3][CH:2]1[C:8]([OH:10])=[O:9], predict the reactants needed to synthesize it. The reactants are: [CH2:1]1[C:4]2([CH2:7][CH2:6][CH2:5]2)[CH2:3][C:2]1(C(O)=O)[C:8]([OH:10])=[O:9]. (6) Given the product [CH:6]1([C:7]2[NH:8][C:9]3[CH:10]=[C:11]([NH:16][C:17]4[N:18]=[CH:19][C:20]([C:23]#[N:24])=[N:21][CH:22]=4)[N:12]=[CH:13][C:14]=3[N:15]=2)[CH2:25][CH2:26]1, predict the reactants needed to synthesize it. The reactants are: COC1[CH:26]=[CH:25][C:6]([CH2:7][NH:8][C:9]2[C:14]([NH2:15])=[CH:13][N:12]=[C:11]([NH:16][C:17]3[N:18]=[CH:19][C:20]([C:23]#[N:24])=[N:21][CH:22]=3)[CH:10]=2)=CC=1.C1(C=O)CC1.S(S([O-])=O)([O-])(=O)=O.[Na+].[Na+].